Dataset: Catalyst prediction with 721,799 reactions and 888 catalyst types from USPTO. Task: Predict which catalyst facilitates the given reaction. Reactant: [C:1]([CH:3]1[CH2:8][C:7]([F:10])([F:9])[CH2:6][CH2:5][N:4]1[C:11]([O:13][C:14]([CH3:17])([CH3:16])[CH3:15])=[O:12])#[N:2]. Product: [NH2:2][CH2:1][CH:3]1[CH2:8][C:7]([F:10])([F:9])[CH2:6][CH2:5][N:4]1[C:11]([O:13][C:14]([CH3:17])([CH3:16])[CH3:15])=[O:12]. The catalyst class is: 227.